Dataset: Catalyst prediction with 721,799 reactions and 888 catalyst types from USPTO. Task: Predict which catalyst facilitates the given reaction. Reactant: [CH2:1]([O:8][N:9]1[C:15](=[O:16])[N:14]2[CH2:17][C@H:10]1[CH2:11][CH2:12][C@H:13]2[C:18]([NH:20][NH:21]C(OC(C)(C)C)=O)=[O:19])[C:2]1[CH:7]=[CH:6][CH:5]=[CH:4][CH:3]=1.[ClH:29].CCOCC. Product: [ClH:29].[CH2:1]([O:8][N:9]1[C:15](=[O:16])[N:14]2[CH2:17][C@H:10]1[CH2:11][CH2:12][C@H:13]2[C:18]([NH:20][NH2:21])=[O:19])[C:2]1[CH:7]=[CH:6][CH:5]=[CH:4][CH:3]=1. The catalyst class is: 12.